Dataset: Peptide-MHC class II binding affinity with 134,281 pairs from IEDB. Task: Regression. Given a peptide amino acid sequence and an MHC pseudo amino acid sequence, predict their binding affinity value. This is MHC class II binding data. The peptide sequence is RVWITNNPHMQDKTM. The MHC is DRB1_0801 with pseudo-sequence DRB1_0801. The binding affinity (normalized) is 0.549.